Regression. Given two drug SMILES strings and cell line genomic features, predict the synergy score measuring deviation from expected non-interaction effect. From a dataset of NCI-60 drug combinations with 297,098 pairs across 59 cell lines. (1) Drug 1: CS(=O)(=O)C1=CC(=C(C=C1)C(=O)NC2=CC(=C(C=C2)Cl)C3=CC=CC=N3)Cl. Drug 2: C1CC(=O)NC(=O)C1N2CC3=C(C2=O)C=CC=C3N. Cell line: HCT116. Synergy scores: CSS=0.895, Synergy_ZIP=0.239, Synergy_Bliss=-1.95, Synergy_Loewe=-2.54, Synergy_HSA=-2.50. (2) Drug 1: C1CN1C2=NC(=NC(=N2)N3CC3)N4CC4. Drug 2: C1=CC(=CC=C1CCCC(=O)O)N(CCCl)CCCl. Cell line: MDA-MB-231. Synergy scores: CSS=30.0, Synergy_ZIP=-11.8, Synergy_Bliss=-3.10, Synergy_Loewe=-1.43, Synergy_HSA=1.29. (3) Drug 1: C(=O)(N)NO. Drug 2: C1C(C(OC1N2C=NC(=NC2=O)N)CO)O. Cell line: SF-268. Synergy scores: CSS=0.0675, Synergy_ZIP=0.553, Synergy_Bliss=1.93, Synergy_Loewe=0.828, Synergy_HSA=0.953. (4) Drug 1: CC1=CC=C(C=C1)C2=CC(=NN2C3=CC=C(C=C3)S(=O)(=O)N)C(F)(F)F. Drug 2: CC(C)(C#N)C1=CC(=CC(=C1)CN2C=NC=N2)C(C)(C)C#N. Cell line: SNB-19. Synergy scores: CSS=0.607, Synergy_ZIP=-0.214, Synergy_Bliss=-1.03, Synergy_Loewe=-2.75, Synergy_HSA=-1.88. (5) Drug 1: CC1=C(C(CCC1)(C)C)C=CC(=CC=CC(=CC(=O)O)C)C. Drug 2: C1CNP(=O)(OC1)N(CCCl)CCCl. Cell line: OVCAR-8. Synergy scores: CSS=-2.17, Synergy_ZIP=0.393, Synergy_Bliss=-1.68, Synergy_Loewe=-4.72, Synergy_HSA=-4.21. (6) Drug 2: CC1=C(C(=CC=C1)Cl)NC(=O)C2=CN=C(S2)NC3=CC(=NC(=N3)C)N4CCN(CC4)CCO. Synergy scores: CSS=61.4, Synergy_ZIP=-0.301, Synergy_Bliss=2.17, Synergy_Loewe=2.20, Synergy_HSA=3.54. Drug 1: COC1=CC(=CC(=C1O)OC)C2C3C(COC3=O)C(C4=CC5=C(C=C24)OCO5)OC6C(C(C7C(O6)COC(O7)C8=CC=CS8)O)O. Cell line: DU-145. (7) Drug 1: C1CC(C1)(C(=O)O)C(=O)O.[NH2-].[NH2-].[Pt+2]. Synergy scores: CSS=5.10, Synergy_ZIP=-1.43, Synergy_Bliss=3.84, Synergy_Loewe=-0.0678, Synergy_HSA=2.35. Drug 2: C(CC(=O)O)C(=O)CN.Cl. Cell line: PC-3. (8) Drug 1: C(=O)(N)NO. Drug 2: CN1C2=C(C=C(C=C2)N(CCCl)CCCl)N=C1CCCC(=O)O.Cl. Cell line: MALME-3M. Synergy scores: CSS=2.31, Synergy_ZIP=1.19, Synergy_Bliss=4.37, Synergy_Loewe=3.29, Synergy_HSA=1.52. (9) Drug 1: C1C(C(OC1N2C=C(C(=O)NC2=O)F)CO)O. Drug 2: CC1C(C(CC(O1)OC2CC(CC3=C2C(=C4C(=C3O)C(=O)C5=CC=CC=C5C4=O)O)(C(=O)C)O)N)O. Cell line: SN12C. Synergy scores: CSS=34.3, Synergy_ZIP=-9.00, Synergy_Bliss=-13.7, Synergy_Loewe=-10.6, Synergy_HSA=-8.32. (10) Drug 1: C1=NC2=C(N=C(N=C2N1C3C(C(C(O3)CO)O)O)F)N. Drug 2: COC1=C2C(=CC3=C1OC=C3)C=CC(=O)O2. Cell line: HCT-15. Synergy scores: CSS=3.32, Synergy_ZIP=-3.16, Synergy_Bliss=-10.1, Synergy_Loewe=-19.4, Synergy_HSA=-12.1.